Dataset: Catalyst prediction with 721,799 reactions and 888 catalyst types from USPTO. Task: Predict which catalyst facilitates the given reaction. (1) Reactant: CCOP(OCC)([CH2:6][C:7]#[N:8])=O.[H-].[Na+].O=[C:15]1[CH2:19][N:18]([C:20]([O:22][C:23]([CH3:26])([CH3:25])[CH3:24])=[O:21])[C@H:17]([C:27]([O:29][CH3:30])=[O:28])[CH2:16]1.[Cl-].[NH4+]. Product: [C:7]([CH:6]=[C:15]1[CH2:19][N:18]([C:20]([O:22][C:23]([CH3:26])([CH3:25])[CH3:24])=[O:21])[C@H:17]([C:27]([O:29][CH3:30])=[O:28])[CH2:16]1)#[N:8]. The catalyst class is: 56. (2) Reactant: [F:1][C:2]1[CH:7]=[CH:6][C:5]([C@@H:8]2[CH2:13][C:12](=[O:14])[CH:11]=[CH:10][NH:9]2)=[CH:4][CH:3]=1.[Li]CCCC.CCCCCC.[Br:26][C:27]1[CH:32]=[C:31]([F:33])[C:30]([O:34][CH2:35][CH2:36][O:37][Si:38]([C:41]([CH3:44])([CH3:43])[CH3:42])([CH3:40])[CH3:39])=[CH:29][C:28]=1[CH:45]([C:80](=[O:82])C)C(C)(C)C(OC(=O)C(C)(C)[CH:45]([C:80](=[O:82])C)[C:28]1[CH:29]=[C:30]([O:34][CH2:35][CH2:36][O:37][Si:38]([CH3:39])([CH3:40])[C:41]([CH3:42])([CH3:43])[CH3:44])[C:31]([F:33])=[CH:32][C:27]=1[Br:26])=O.[Cl-].[NH4+]. Product: [Br:26][C:27]1[CH:32]=[C:31]([F:33])[C:30]([O:34][CH2:35][CH2:36][O:37][Si:38]([C:41]([CH3:42])([CH3:43])[CH3:44])([CH3:39])[CH3:40])=[CH:29][C:28]=1[CH2:45][C:80]([N:9]1[CH:10]=[CH:11][C:12](=[O:14])[CH2:13][CH:8]1[C:5]1[CH:6]=[CH:7][C:2]([F:1])=[CH:3][CH:4]=1)=[O:82]. The catalyst class is: 1.